This data is from NCI-60 drug combinations with 297,098 pairs across 59 cell lines. The task is: Regression. Given two drug SMILES strings and cell line genomic features, predict the synergy score measuring deviation from expected non-interaction effect. (1) Drug 1: CCCS(=O)(=O)NC1=C(C(=C(C=C1)F)C(=O)C2=CNC3=C2C=C(C=N3)C4=CC=C(C=C4)Cl)F. Drug 2: COC1=C2C(=CC3=C1OC=C3)C=CC(=O)O2. Cell line: HCT116. Synergy scores: CSS=-3.90, Synergy_ZIP=1.05, Synergy_Bliss=-1.62, Synergy_Loewe=-2.81, Synergy_HSA=-3.59. (2) Drug 1: CC1=C2C(C(=O)C3(C(CC4C(C3C(C(C2(C)C)(CC1OC(=O)C(C(C5=CC=CC=C5)NC(=O)C6=CC=CC=C6)O)O)OC(=O)C7=CC=CC=C7)(CO4)OC(=O)C)O)C)OC(=O)C. Drug 2: C(=O)(N)NO. Cell line: HS 578T. Synergy scores: CSS=30.7, Synergy_ZIP=0.685, Synergy_Bliss=4.21, Synergy_Loewe=-21.1, Synergy_HSA=4.26. (3) Drug 1: CCC(=C(C1=CC=CC=C1)C2=CC=C(C=C2)OCCN(C)C)C3=CC=CC=C3.C(C(=O)O)C(CC(=O)O)(C(=O)O)O. Drug 2: C1=CC=C(C=C1)NC(=O)CCCCCCC(=O)NO. Cell line: HCC-2998. Synergy scores: CSS=34.3, Synergy_ZIP=-3.04, Synergy_Bliss=7.68, Synergy_Loewe=0.789, Synergy_HSA=3.23. (4) Drug 1: C1CC(=O)NC(=O)C1N2CC3=C(C2=O)C=CC=C3N. Drug 2: C1=CC(=C2C(=C1NCCNCCO)C(=O)C3=C(C=CC(=C3C2=O)O)O)NCCNCCO. Cell line: SK-OV-3. Synergy scores: CSS=57.0, Synergy_ZIP=-2.68, Synergy_Bliss=-4.42, Synergy_Loewe=-30.7, Synergy_HSA=-2.58.